This data is from Reaction yield outcomes from USPTO patents with 853,638 reactions. The task is: Predict the reaction yield, written as a fraction of the theoretical maximum amount of product (1.0 means a 100% yield; for example, 0.34 means a 34% yield). (1) The reactants are CN(C)C1C=CC=CC=1.[CH3:10][O:11][C:12]1[C:13](=O)[NH:14][C:15]([C:18]2[CH:23]=[CH:22][C:21]([N+:24]([O-:26])=[O:25])=[CH:20][CH:19]=2)=[N:16][CH:17]=1.O=P(Cl)(Cl)[Cl:30]. No catalyst specified. The product is [Cl:30][C:13]1[C:12]([O:11][CH3:10])=[CH:17][N:16]=[C:15]([C:18]2[CH:23]=[CH:22][C:21]([N+:24]([O-:26])=[O:25])=[CH:20][CH:19]=2)[N:14]=1. The yield is 0.610. (2) The reactants are [NH2:1][C:2]1[CH:22]=[CH:21][CH:20]=[CH:19][C:3]=1[C:4]([NH:6][C:7]1[CH:12]=[CH:11][C:10]([N:13]2[CH2:18][CH2:17][O:16][CH2:15][CH2:14]2)=[CH:9][CH:8]=1)=[O:5].[Si]([O:30][CH2:31][CH2:32][O:33][C:34]1[C:41]([CH3:42])=[CH:40][C:37]([CH:38]=O)=[CH:36][C:35]=1[CH3:43])(C(C)(C)C)(C)C.OS([O-])=O.[Na+].CC1C=CC(S(O)(=O)=O)=CC=1. The catalyst is CC(N(C)C)=O.[Cl-].[Li+]. The product is [OH:30][CH2:31][CH2:32][O:33][C:34]1[C:41]([CH3:42])=[CH:40][C:37]([C:38]2[N:6]([C:7]3[CH:8]=[CH:9][C:10]([N:13]4[CH2:14][CH2:15][O:16][CH2:17][CH2:18]4)=[CH:11][CH:12]=3)[C:4](=[O:5])[C:3]3[C:2](=[CH:22][CH:21]=[CH:20][CH:19]=3)[N:1]=2)=[CH:36][C:35]=1[CH3:43]. The yield is 0.0800. (3) The product is [Br:12][C:8]1[C:7]([CH3:11])=[C:4]([C:3]([O:2][CH3:1])=[CH:10][CH:9]=1)[CH:5]=[O:6]. The yield is 0.925. The catalyst is C(Cl)(Cl)(Cl)Cl.[Fe]. The reactants are [CH3:1][O:2][C:3]1[CH:10]=[CH:9][CH:8]=[C:7]([CH3:11])[C:4]=1[CH:5]=[O:6].[Br:12]Br.O. (4) The reactants are Cl[C:2]1[CH:7]=[CH:6][C:5]([C:8]2[CH:9]=[N:10][C:11]([NH2:14])=[N:12][CH:13]=2)=[C:4]([F:15])[CH:3]=1.[CH:16]([O:19][C:20]1[C:25](B(O)O)=[CH:24][CH:23]=[CH:22][N:21]=1)([CH3:18])[CH3:17].CC(C1C=C(C(C)C)C(C2C=CC=CC=2P(C2CCCCC2)C2CCCCC2)=C(C(C)C)C=1)C. No catalyst specified. The product is [F:15][C:4]1[CH:3]=[C:2]([C:25]2[C:20]([O:19][CH:16]([CH3:18])[CH3:17])=[N:21][CH:22]=[CH:23][CH:24]=2)[CH:7]=[CH:6][C:5]=1[C:8]1[CH:9]=[N:10][C:11]([NH2:14])=[N:12][CH:13]=1. The yield is 0.480. (5) The reactants are [C:1]([O:5][C:6]([N:8]1[CH2:13][CH2:12][N:11]2[C:14]([C:23]([F:26])([F:25])[F:24])=[N:15][C:16]([C:17](=[O:22])N(OC)C)=[C:10]2[CH2:9]1)=[O:7])([CH3:4])([CH3:3])[CH3:2].[CH:27]1([Mg]Br)[CH2:31][CH2:30][CH2:29][CH2:28]1.[Cl-].[NH4+]. The catalyst is O1CCCC1.[Cl-].[Na+].O. The product is [C:1]([O:5][C:6]([N:8]1[CH2:13][CH2:12][N:11]2[C:14]([C:23]([F:25])([F:24])[F:26])=[N:15][C:16]([C:17]([CH:27]3[CH2:31][CH2:30][CH2:29][CH2:28]3)=[O:22])=[C:10]2[CH2:9]1)=[O:7])([CH3:2])([CH3:4])[CH3:3]. The yield is 0.300. (6) The reactants are Cl[C:2]1[NH:10][C:9]2[C:4](=[N:5][CH:6]=[CH:7][CH:8]=2)[C:3]=1[C:11]#[N:12].[CH3:13][N:14]1[CH2:19][CH2:18][NH:17][CH2:16][CH2:15]1. No catalyst specified. The product is [CH3:13][N:14]1[CH2:19][CH2:18][N:17]([C:2]2[NH:10][C:9]3[C:4](=[N:5][CH:6]=[CH:7][CH:8]=3)[C:3]=2[C:11]#[N:12])[CH2:16][CH2:15]1. The yield is 0.650. (7) The catalyst is O1CCOCC1.O. The yield is 0.890. The reactants are [CH2:1]([N:8]1[C:12]([O:13][CH3:14])=[N:11][N:10]=[C:9]1Br)[C:2]1[CH:7]=[CH:6][CH:5]=[CH:4][CH:3]=1.[CH:16]1([C:19]2[C:28](B3OC(C)(C)C(C)(C)O3)=[CH:27][C:22]([C:23]([O:25][CH3:26])=[O:24])=[C:21]([CH3:38])[CH:20]=2)[CH2:18][CH2:17]1.C(=O)([O-])[O-].[K+].[K+]. The product is [CH2:1]([N:8]1[C:12]([O:13][CH3:14])=[N:11][N:10]=[C:9]1[C:28]1[C:19]([CH:16]2[CH2:18][CH2:17]2)=[CH:20][C:21]([CH3:38])=[C:22]([CH:27]=1)[C:23]([O:25][CH3:26])=[O:24])[C:2]1[CH:7]=[CH:6][CH:5]=[CH:4][CH:3]=1. (8) The reactants are [OH-].[Na+].C[O:4][C:5](=[O:25])[CH2:6][CH2:7][CH2:8][CH2:9][CH2:10][CH2:11][C:12]1[O:16][N:15]=[C:14]([C:17]2[CH:22]=[CH:21][CH:20]=[CH:19][C:18]=2[O:23][CH3:24])[CH:13]=1. The catalyst is CO. The product is [CH3:24][O:23][C:18]1[CH:19]=[CH:20][CH:21]=[CH:22][C:17]=1[C:14]1[CH:13]=[C:12]([CH2:11][CH2:10][CH2:9][CH2:8][CH2:7][CH2:6][C:5]([OH:25])=[O:4])[O:16][N:15]=1. The yield is 0.980. (9) The catalyst is CN(C=O)C.O. The product is [CH:9]1([CH2:4][O:10][C:11]2[CH:12]=[C:13]([CH2:22][N:23]3[C:31]4[C:26](=[CH:27][CH:28]=[CH:29][CH:30]=4)[C:25]([CH2:32][C:33]4[CH:38]=[CH:37][CH:36]=[C:35]([C:39]([F:42])([F:41])[F:40])[CH:34]=4)=[C:24]3[C:43]([O:45][CH2:46][CH3:47])=[O:44])[CH:14]=[C:15]([O:17][S:18]([CH3:21])(=[O:20])=[O:19])[CH:16]=2)[CH2:7][CH2:8]1. The reactants are N1[C:9]2[C:4](=CC=[CH:7][CH:8]=2)C=C1.[OH:10][C:11]1[CH:12]=[C:13]([CH2:22][N:23]2[C:31]3[C:26](=[CH:27][CH:28]=[CH:29][CH:30]=3)[C:25]([CH2:32][C:33]3[CH:38]=[CH:37][CH:36]=[C:35]([C:39]([F:42])([F:41])[F:40])[CH:34]=3)=[C:24]2[C:43]([O:45][CH2:46][CH3:47])=[O:44])[CH:14]=[C:15]([O:17][S:18]([CH3:21])(=[O:20])=[O:19])[CH:16]=1.C([O-])([O-])=O.[K+].[K+].BrCC1CC1. The yield is 0.900. (10) The product is [CH3:40][O:41][C:42](=[O:43])[NH:44][C@@H:45]([C:49]([CH3:50])([S:51][CH3:52])[CH3:53])[C:46](=[O:47])[NH:1][C@@H:2]([CH2:33][C:34]1[CH:35]=[CH:36][CH:37]=[CH:38][CH:39]=1)[C@@H:3]([OH:32])[CH2:4][C@H:5]([CH2:6][C:7]1[CH:12]=[CH:11][C:10]([C:13]2[CH:18]=[CH:17][CH:16]=[CH:15][N:14]=2)=[CH:9][CH:8]=1)[NH:19][C:20](=[O:21])[C@H:22]([C:23]([CH3:26])([CH3:25])[CH3:24])[NH:27][C:28](=[O:31])[O:29][CH3:30]. The reactants are [NH2:1][C@@H:2]([CH2:33][C:34]1[CH:39]=[CH:38][CH:37]=[CH:36][CH:35]=1)[C@@H:3]([OH:32])[CH2:4][C@@H:5]([NH:19][C:20]([C@@H:22]([NH:27][C:28](=[O:31])[O:29][CH3:30])[C:23]([CH3:26])([CH3:25])[CH3:24])=[O:21])[CH2:6][C:7]1[CH:12]=[CH:11][C:10]([C:13]2[CH:18]=[CH:17][CH:16]=[CH:15][N:14]=2)=[CH:9][CH:8]=1.[CH3:40][O:41][C:42]([NH:44][C@@H:45]([C:49]([CH3:53])([S:51][CH3:52])[CH3:50])[C:46](O)=[O:47])=[O:43].CCOP(ON1N=NC2C=CC=CC=2C1=O)(OCC)=O.C(N(CC)C(C)C)(C)C. The catalyst is C1COCC1. The yield is 0.380.